Predict the reaction yield, written as a fraction of the theoretical maximum amount of product (1.0 means a 100% yield; for example, 0.34 means a 34% yield). From a dataset of Reaction yield outcomes from USPTO patents with 853,638 reactions. (1) The product is [C:1]([C:7]1[CH:16]=[CH:15][CH:14]=[CH:13][C:8]=1[C:9]([N:19]([CH3:18])[O:20][CH3:21])=[O:10])#[C:2][CH2:3][CH2:4][CH2:5][CH3:6]. No catalyst specified. The yield is 0.770. The reactants are [C:1]([C:7]1[CH:16]=[CH:15][CH:14]=[CH:13][C:8]=1[C:9](OC)=[O:10])#[C:2][CH2:3][CH2:4][CH2:5][CH3:6].Cl.[CH3:18][NH:19][O:20][CH3:21].[Li]CCCC. (2) The reactants are [C:1]([C:5]1[CH:15]=[CH:14][CH:13]=[CH:12][C:6]=1[O:7][CH:8]1[CH2:11][NH:10][CH2:9]1)([CH3:4])([CH3:3])[CH3:2].[C:16]1([S:22](Cl)(=[O:24])=[O:23])[CH:21]=[CH:20][CH:19]=[CH:18][CH:17]=1. The catalyst is N1C=CC=CC=1. The product is [C:1]([C:5]1[CH:15]=[CH:14][CH:13]=[CH:12][C:6]=1[O:7][CH:8]1[CH2:9][N:10]([S:22]([C:16]2[CH:21]=[CH:20][CH:19]=[CH:18][CH:17]=2)(=[O:24])=[O:23])[CH2:11]1)([CH3:4])([CH3:2])[CH3:3]. The yield is 0.570.